This data is from Full USPTO retrosynthesis dataset with 1.9M reactions from patents (1976-2016). The task is: Predict the reactants needed to synthesize the given product. Given the product [CH2:1]([O:8][C@H:9]1[C@H:14]([O:15][CH2:16][C:17]2[CH:22]=[CH:21][CH:20]=[CH:19][CH:18]=2)[C@@H:13]([O:23][CH2:24][C:25]2[CH:26]=[CH:27][CH:28]=[CH:29][CH:30]=2)[C@@:12]([C:33]2[CH:38]=[CH:37][C:36]([Cl:39])=[C:35]([CH2:40][C:41]3[CH:46]=[CH:45][C:44]([O:47][CH3:48])=[C:43]([F:49])[C:42]=3[F:50])[CH:34]=2)([O:31][CH3:32])[O:11][C:10]1([CH2:51][OH:52])[CH2:53][OH:54])[C:2]1[CH:7]=[CH:6][CH:5]=[CH:4][CH:3]=1, predict the reactants needed to synthesize it. The reactants are: [CH2:1]([O:8][C@H:9]1[C@H:14]([O:15][CH2:16][C:17]2[CH:22]=[CH:21][CH:20]=[CH:19][CH:18]=2)[C@@H:13]([O:23][CH2:24][C:25]2[CH:30]=[CH:29][CH:28]=[CH:27][CH:26]=2)[C@@:12]([C:33]2[CH:38]=[CH:37][C:36]([Cl:39])=[C:35]([CH2:40][C:41]3[CH:46]=[CH:45][C:44]([O:47][CH3:48])=[C:43]([F:49])[C:42]=3[F:50])[CH:34]=2)([O:31][CH3:32])[O:11][C@@:10]1([CH2:53][OH:54])[CH:51]=[O:52])[C:2]1[CH:7]=[CH:6][CH:5]=[CH:4][CH:3]=1.[BH4-].[Na+].